This data is from Catalyst prediction with 721,799 reactions and 888 catalyst types from USPTO. The task is: Predict which catalyst facilitates the given reaction. (1) Reactant: Br[CH2:2][C@H:3]([C:5]1[CH:10]=[C:9]([CH3:11])[CH:8]=[C:7]([CH3:12])[CH:6]=1)[OH:4].C(=O)([O-])[O-].[K+].[K+]. Product: [CH3:12][C:7]1[CH:6]=[C:5]([C@H:3]2[CH2:2][O:4]2)[CH:10]=[C:9]([CH3:11])[CH:8]=1. The catalyst class is: 5. (2) The catalyst class is: 13. Reactant: [C:1]([O-:10])(=[O:9])[CH2:2][C@:3]([CH2:6][CH2:7]O)([CH3:5])[OH:4].O=C[C@@H]([C@H]([C@H](CO)O)O)O. Product: [CH3:5][C:3]1([OH:4])[CH2:2][C:1](=[O:9])[O:10][CH2:7][CH2:6]1. (3) Reactant: [F:1][C:2]1([F:23])[CH2:7][CH2:6][NH:5][C@@H:4]([C:8]([NH:10][C@H:11]([C:13]2[CH:22]=[CH:21][C:16]([C:17]([O:19][CH3:20])=[O:18])=[CH:15][CH:14]=2)[CH3:12])=[O:9])[CH2:3]1.C([O-])([O-])=O.[Cs+].[Cs+].[F:30][C:31]([F:41])([F:40])[C:32]1[CH:39]=[CH:38][C:35]([CH2:36]Br)=[CH:34][CH:33]=1. Product: [F:23][C:2]1([F:1])[CH2:7][CH2:6][N:5]([CH2:36][C:35]2[CH:34]=[CH:33][C:32]([C:31]([F:30])([F:40])[F:41])=[CH:39][CH:38]=2)[C@@H:4]([C:8]([NH:10][C@H:11]([C:13]2[CH:22]=[CH:21][C:16]([C:17]([O:19][CH3:20])=[O:18])=[CH:15][CH:14]=2)[CH3:12])=[O:9])[CH2:3]1. The catalyst class is: 23. (4) Reactant: [S:1]([OH:5])(=[O:4])(=[O:3])[CH3:2].C[N:7]1[CH:11]=[C:10]([C:12]2[CH:17]=[C:16]([O:18][C:19]3[C:24]([F:25])=[CH:23][C:22]([NH:26][C:27]([C:29]4([C:32]([NH:34][C:35]5[CH:40]=[CH:39][C:38]([F:41])=[CH:37][CH:36]=5)=[O:33])[CH2:31][CH2:30]4)=[O:28])=[C:21]([F:42])[CH:20]=3)[CH:15]=[CH:14][N:13]=2)[C:9]([CH3:43])=[N:8]1.[CH3:44]S(O)(=O)=O. Product: [S:1]([OH:5])(=[O:4])(=[O:3])[CH3:2].[CH3:44][N:8]1[C:9]([CH3:43])=[C:10]([C:12]2[CH:17]=[C:16]([O:18][C:19]3[C:24]([F:25])=[CH:23][C:22]([NH:26][C:27]([C:29]4([C:32]([NH:34][C:35]5[CH:40]=[CH:39][C:38]([F:41])=[CH:37][CH:36]=5)=[O:33])[CH2:30][CH2:31]4)=[O:28])=[C:21]([F:42])[CH:20]=3)[CH:15]=[CH:14][N:13]=2)[CH:11]=[N:7]1. The catalyst class is: 116. (5) Reactant: [Cl:1][C:2]1[C:7]([Cl:8])=[CH:6][C:5]([NH2:9])=[C:4]([NH2:10])[CH:3]=1.C([O:15][C:16](=O)[CH2:17][C:18]([C:20]1[CH:25]=[CH:24][CH:23]=[C:22]([C:26]2[CH:31]=[CH:30][N:29]=[C:28]([CH3:32])[CH:27]=2)[CH:21]=1)=O)(C)(C)C. Product: [Cl:1][C:2]1[C:7]([Cl:8])=[CH:6][C:5]2[NH:9][C:16](=[O:15])[CH2:17][C:18]([C:20]3[CH:25]=[CH:24][CH:23]=[C:22]([C:26]4[CH:31]=[CH:30][N:29]=[C:28]([CH3:32])[CH:27]=4)[CH:21]=3)=[N:10][C:4]=2[CH:3]=1. The catalyst class is: 113. (6) Reactant: [CH2:1]([S:8][C:9]1[CH:10]=[C:11]2[C:16](=[CH:17][CH:18]=1)[C:15](Cl)=[N:14][CH:13]=[CH:12]2)[C:2]1[CH:7]=[CH:6][CH:5]=[CH:4][CH:3]=1.[CH3:20][O:21][C:22]1[CH:27]=[C:26]([C:28]([F:31])([F:30])[F:29])[CH:25]=[CH:24][C:23]=1B(O)O.P([O-])([O-])([O-])=O.[K+].[K+].[K+].O1CCCOC1. Product: [CH2:1]([S:8][C:9]1[CH:10]=[C:11]2[C:16](=[CH:17][CH:18]=1)[C:15]([C:23]1[CH:24]=[CH:25][C:26]([C:28]([F:31])([F:30])[F:29])=[CH:27][C:22]=1[O:21][CH3:20])=[N:14][CH:13]=[CH:12]2)[C:2]1[CH:7]=[CH:6][CH:5]=[CH:4][CH:3]=1. The catalyst class is: 6. (7) The catalyst class is: 4. Product: [C:1]([C@H:3]1[CH2:8][CH2:7][CH2:6][C@H:5]([NH:9][C:10]([C:12]2[C:20]3[C:15](=[N:16][CH:17]=[C:18]([C:21]4[C:29]5[C:24](=[CH:25][C:26]([Cl:30])=[CH:27][CH:28]=5)[N:23]([CH3:31])[N:22]=4)[N:19]=3)[NH:14][CH:13]=2)=[O:11])[CH2:4]1)#[N:2]. Reactant: [C:1]([C@H:3]1[CH2:8][CH2:7][CH2:6][C@H:5]([NH:9][C:10]([C:12]2[C:20]3[C:15](=[N:16][CH:17]=[C:18]([C:21]4[C:29]5[C:24](=[CH:25][C:26]([Cl:30])=[CH:27][CH:28]=5)[N:23]([CH3:31])[N:22]=4)[N:19]=3)[N:14](COCC[Si](C)(C)C)[CH:13]=2)=[O:11])[CH2:4]1)#[N:2].FC(F)(F)C(O)=O.C(N)CN.